From a dataset of Catalyst prediction with 721,799 reactions and 888 catalyst types from USPTO. Predict which catalyst facilitates the given reaction. Reactant: [NH2:1][C:2]1[C:11]2[C:6](=[CH:7][CH:8]=[CH:9][CH:10]=2)[C:5]([O:12][C:13]2[CH:18]=[CH:17][N:16]=[C:15]([NH:19][C:20]3[CH:21]=[C:22]([CH:37]=[C:38]([C:40]#[CH:41])[CH:39]=3)[C:23]([NH:25][C@@H:26]([CH3:36])[CH2:27][O:28][CH2:29][CH2:30][O:31][CH2:32][CH2:33][O:34][CH3:35])=[O:24])[CH:14]=2)=[CH:4][CH:3]=1.C1([O:48][C:49](=O)[NH:50][C:51]2[CH:56]=[C:55]([C:57]([CH3:60])([CH3:59])[CH3:58])[CH:54]=[C:53]([NH:61][S:62]([CH3:65])(=[O:64])=[O:63])[C:52]=2[O:66][CH3:67])C=CC=CC=1.CCN(CC)CC. Product: [C:57]([C:55]1[CH:54]=[C:53]([NH:61][S:62]([CH3:65])(=[O:64])=[O:63])[C:52]([O:66][CH3:67])=[C:51]([NH:50][C:49](=[O:48])[NH:1][C:2]2[C:11]3[C:6](=[CH:7][CH:8]=[CH:9][CH:10]=3)[C:5]([O:12][C:13]3[CH:18]=[CH:17][N:16]=[C:15]([NH:19][C:20]4[CH:21]=[C:22]([CH:37]=[C:38]([C:40]#[CH:41])[CH:39]=4)[C:23]([NH:25][C@@H:26]([CH3:36])[CH2:27][O:28][CH2:29][CH2:30][O:31][CH2:32][CH2:33][O:34][CH3:35])=[O:24])[CH:14]=3)=[CH:4][CH:3]=2)[CH:56]=1)([CH3:60])([CH3:58])[CH3:59]. The catalyst class is: 480.